Dataset: Reaction yield outcomes from USPTO patents with 853,638 reactions. Task: Predict the reaction yield, written as a fraction of the theoretical maximum amount of product (1.0 means a 100% yield; for example, 0.34 means a 34% yield). (1) The reactants are C([Li])CCC.C(NC(C)C)(C)C.[Cl:13][C:14]1[CH:19]=[CH:18][N:17]=[CH:16][CH:15]=1.[CH2:20]([C:22]1[CH:29]=[CH:28][C:25]([CH:26]=[O:27])=[CH:24][CH:23]=1)[CH3:21].[Cl-].[NH4+]. The catalyst is C1COCC1.CCCCCC. The product is [Cl:13][C:14]1[CH:19]=[CH:18][N:17]=[CH:16][C:15]=1[CH:26]([C:25]1[CH:28]=[CH:29][C:22]([CH2:20][CH3:21])=[CH:23][CH:24]=1)[OH:27]. The yield is 0.710. (2) The reactants are [NH2:1][CH2:2][CH2:3][C:4]1[CH:9]=[CH:8][C:7]([S:10]([NH2:13])(=[O:12])=[O:11])=[CH:6][CH:5]=1.[N:14]1[CH:19]=[CH:18][CH:17]=[CH:16][C:15]=1[CH:20]=O.[BH-]([O:23][C:24]([CH3:26])=[O:25])([O:23][C:24]([CH3:26])=[O:25])[O:23][C:24]([CH3:26])=[O:25].[Na+].[C:36]([O:40][C:41]([CH3:44])([CH3:43])[CH3:42])(=[O:39])[CH:37]=O. The catalyst is ClCCCl.O.CC(O)=O. The product is [N:14]1[CH:19]=[CH:18][CH:17]=[CH:16][C:15]=1[CH2:20][N:1]([CH2:2][CH2:3][C:4]1[CH:5]=[CH:6][C:7]([S:10](=[O:11])(=[O:12])[NH2:13])=[CH:8][CH:9]=1)[CH2:37][C:36]([O:40][C:41]([CH3:44])([CH3:43])[CH3:42])=[O:39].[S:10]([C:7]1[CH:6]=[CH:5][C:4]([CH2:3][CH2:2][N:1]([CH2:37][C:36]([O:40][C:41]([CH3:42])([CH3:43])[CH3:44])=[O:39])[CH2:26][C:24]([O-:25])=[O:23])=[CH:9][CH:8]=1)(=[O:11])(=[O:12])[NH2:13]. The yield is 0.320. (3) The reactants are [CH2:1]([N:8]1[CH:12]=[CH:11][N:10]=[CH:9]1)[C:2]1[CH:7]=[CH:6][CH:5]=[CH:4][CH:3]=1.[CH2:13]=[O:14].[C:15]([O-:18])(=O)C.[Na+]. The yield is 0.240. The product is [OH:14][CH2:13][C:9]1[N:8]([CH2:1][C:2]2[CH:3]=[CH:4][CH:5]=[CH:6][CH:7]=2)[C:12]([CH2:15][OH:18])=[CH:11][N:10]=1. The catalyst is C(O)(=O)C. (4) The reactants are [NH2:1][C@@H:2]1[CH2:13][CH:12]=[CH:11][CH2:10][CH2:9][C:8](=[O:14])[O:7][CH2:6][C@@H:5]2[CH2:15][CH2:16][CH2:17][N:4]2[C:3]1=[O:18].C(N(CC)CC)C.[C:26](OC(=O)C)(=[O:28])[CH3:27]. The catalyst is CN(C=O)C. The product is [O:14]=[C:8]1[O:7][CH2:6][C@@H:5]2[CH2:15][CH2:16][CH2:17][N:4]2[C:3](=[O:18])[C@H:2]([NH:1][C:26](=[O:28])[CH3:27])[CH2:13][CH:12]=[CH:11][CH2:10][CH2:9]1. The yield is 0.900.